From a dataset of Experimentally validated miRNA-target interactions with 360,000+ pairs, plus equal number of negative samples. Binary Classification. Given a miRNA mature sequence and a target amino acid sequence, predict their likelihood of interaction. (1) The miRNA is mmu-miR-503-5p with sequence UAGCAGCGGGAACAGUACUGCAG. The protein sequence of the target gene is MTAPWAALALLWGSLCAGSGRGEAETRECIYYNANWELERTNQSGLERCEGEQDKRLHCYASWRNSSGTIELVKKGCWLDDFNCYDRQECVATEENPQVYFCCCEGNFCNERFTHLPEPGGPEVTYEPPPTAPTLLTVLAYSLLPIGGLSLIVLLAFWMYRHRKPPYGHVDIHEVRQCQRWAGRRDGCADSFKPLPFQDPGPPPPSPLVGLKPLQLLEIKARGRFGCVWKAQLMNDFVAVKIFPLQDKQSWQSEREIFSTPGMKHENLLQFIAAEKRGSNLEVELWLITAFHDKGSLTDY.... Result: 1 (interaction). (2) The miRNA is hsa-miR-520a-3p with sequence AAAGUGCUUCCCUUUGGACUGU. The protein sequence of the target gene is MARRRRRACIALFLVLLFAFGTLMGLRTLKAPDGLPALGPGLELAPFERRPEGAPAPAARAPAAPAAPPPPPPPPRTADPGGSPGPAPAEAEPAPVQSLRVYSDLHAFYYSWYGSPRREGHYIHWDHVMVPHWDPKISASYPRGRHSPPDDLGSSFYPELGPYSSRDPEVLREHMTQLKEAAIGVLVLSWYPPGMADDNGEPSDDLVPAILDTAHQYSIQVAFHIQPYKGRDDITVHDNIKYIIDTYGSHGAFYRYKNSMGKSLPLFYIYDSYLTSPEAWAHLLTPNGPHSIRNTPYDGV.... Result: 1 (interaction).